This data is from Forward reaction prediction with 1.9M reactions from USPTO patents (1976-2016). The task is: Predict the product of the given reaction. (1) Given the reactants Cl.[CH3:2][O:3][C:4]1[N:9]=[CH:8][C:7]([CH2:10][CH2:11][N:12]2[C:17](=[O:18])[CH2:16][C:15]([CH3:20])([CH3:19])[CH2:14][C:13]2=[O:21])=[CH:6][CH:5]=1.N12CCN(CC1)CC2.[CH3:30][N:31]([C:35]1[CH:40]=[CH:39][CH:38]=[CH:37][CH:36]=1)C(Cl)=O.[O:41]1CCCC1, predict the reaction product. The product is: [CH3:20][C:15]1([CH3:19])[CH2:14][C:13](=[O:21])[N:12]([CH2:11][CH2:10][C:7]2[CH:6]=[CH:5][C:4]([O:3][C:2](=[O:41])[N:31]([CH3:30])[C:35]3[CH:40]=[CH:39][CH:38]=[CH:37][CH:36]=3)=[N:9][CH:8]=2)[C:17](=[O:18])[CH2:16]1. (2) Given the reactants [S:1]1[CH:5]=[CH:4][CH:3]=[C:2]1[CH2:6][CH2:7][OH:8].C1C(=O)N([Br:16])C(=O)C1, predict the reaction product. The product is: [Br:16][C:5]1[S:1][C:2]([CH2:6][CH2:7][OH:8])=[CH:3][CH:4]=1. (3) Given the reactants Br[C:2]1[CH:6]=[C:5]([C:7]#[C:8][C:9]([CH3:12])([CH3:11])[CH3:10])[S:4][C:3]=1[C:13]([O:15][CH3:16])=[O:14].[C:17]([O:21][C:22](=[O:27])[CH2:23][C@@H:24]([NH2:26])[CH3:25])([CH3:20])([CH3:19])[CH3:18].C(=O)([O-])[O-].[Cs+].[Cs+].COC1C=CC=C(OC)C=1C1C=CC=CC=1P(C1CCCCC1)C1CCCCC1, predict the reaction product. The product is: [C:17]([O:21][C:22](=[O:27])[CH2:23][C@@H:24]([NH:26][C:2]1[CH:6]=[C:5]([C:7]#[C:8][C:9]([CH3:12])([CH3:11])[CH3:10])[S:4][C:3]=1[C:13]([O:15][CH3:16])=[O:14])[CH3:25])([CH3:19])([CH3:18])[CH3:20]. (4) Given the reactants [NH2:1][C:2]1[C:11]2[N:12]=[C:13]([CH2:37][CH2:38][CH2:39][CH3:40])[N:14]([CH2:15][CH2:16][CH2:17][N:18]([CH2:25][C:26]3[CH:27]=[C:28]([CH2:32][C:33]([O:35][CH3:36])=[O:34])[CH:29]=[CH:30][CH:31]=3)[CH2:19][CH2:20][CH2:21][N:22]([CH3:24])[CH3:23])[C:10]=2[C:9]2[CH:8]=[CH:7][CH:6]=[CH:5][C:4]=2[N:3]=1.[CH3:41][N:42]1[CH2:47]CNC[CH2:43]1, predict the reaction product. The product is: [NH2:1][C:2]1[C:11]2[N:12]=[C:13]([CH2:37][CH2:38][CH2:39][CH3:40])[N:14]([CH2:15][CH2:16][CH2:17][N:18]([CH2:25][C:26]3[CH:27]=[C:28]([CH2:32][C:33]([O:35][CH3:36])=[O:34])[CH:29]=[CH:30][CH:31]=3)[CH2:19][CH2:20][CH2:21][N:22]3[CH2:23][CH2:43][N:42]([CH3:47])[CH2:41][CH2:24]3)[C:10]=2[C:9]2[CH:8]=[CH:7][CH:6]=[CH:5][C:4]=2[N:3]=1. (5) Given the reactants [CH:1]1([NH:4][C:5](=[O:14])[C:6]2[CH:11]=[CH:10][C:9]([F:12])=[C:8]([NH2:13])[CH:7]=2)[CH2:3][CH2:2]1.[CH3:15][S:16](Cl)(=[O:18])=[O:17], predict the reaction product. The product is: [CH:1]1([NH:4][C:5](=[O:14])[C:6]2[CH:11]=[CH:10][C:9]([F:12])=[C:8]([NH:13][S:16]([CH3:15])(=[O:18])=[O:17])[CH:7]=2)[CH2:2][CH2:3]1. (6) The product is: [CH2:40]([N:36]1[C:37]2[C:33](=[CH:32][C:31]([O:1][C:2]3[CH:10]=[CH:9][CH:8]=[CH:7][C:3]=3[CH2:4][C:11]([OH:14])=[O:12])=[CH:39][CH:38]=2)[CH:34]=[N:35]1)[CH:41]([CH3:43])[CH3:42]. Given the reactants [OH:1][C:2]1[CH:10]=[CH:9][CH:8]=[CH:7][C:3]=1[C:4](O)=O.[C:11]([O-:14])([O-])=[O:12].[Cs+].[Cs+].CC(C)(C(=O)CC(=O)C(C)(C)C)C.Br[C:31]1[CH:32]=[C:33]2[C:37](=[CH:38][CH:39]=1)[N:36]([CH2:40][CH:41]([CH3:43])[CH3:42])[N:35]=[CH:34]2, predict the reaction product. (7) Given the reactants F[C:2]1[CH:10]=[CH:9][C:5]([C:6]([OH:8])=[O:7])=[CH:4][C:3]=1[C:11]([F:14])([F:13])[F:12].[NH:15]1[CH2:20][CH2:19][CH:18]([C:21]#[N:22])[CH2:17][CH2:16]1, predict the reaction product. The product is: [C:21]([CH:18]1[CH2:19][CH2:20][N:15]([C:2]2[CH:10]=[CH:9][C:5]([C:6]([OH:8])=[O:7])=[CH:4][C:3]=2[C:11]([F:14])([F:13])[F:12])[CH2:16][CH2:17]1)#[N:22]. (8) Given the reactants Cl[C:2]1[C:3]2[N:11]=[C:10]([F:12])[CH:9]=[CH:8][C:4]=2[N:5]=[CH:6][N:7]=1.[Br:13][C:14]1[CH:15]=[C:16]([CH:18]=[CH:19][CH:20]=1)[NH2:17].O, predict the reaction product. The product is: [Br:13][C:14]1[CH:15]=[C:16]([CH:18]=[CH:19][CH:20]=1)[NH:17][C:2]1[C:3]2[N:11]=[C:10]([F:12])[CH:9]=[CH:8][C:4]=2[N:5]=[CH:6][N:7]=1. (9) Given the reactants C(OC(=O)[NH:7][C:8]1[CH:13]=[C:12]([N:14]([C:16]2[N:17]=[CH:18][C:19]3[N:24]=[C:23]([NH:25][C:26](=[O:28])[CH3:27])[S:22][C:20]=3[N:21]=2)[CH3:15])[CH:11]=[CH:10][C:9]=1[F:29])(C)(C)C.C1(OC)C=CC=CC=1, predict the reaction product. The product is: [NH2:7][C:8]1[CH:13]=[C:12]([N:14]([CH3:15])[C:16]2[N:17]=[CH:18][C:19]3[N:24]=[C:23]([NH:25][C:26](=[O:28])[CH3:27])[S:22][C:20]=3[N:21]=2)[CH:11]=[CH:10][C:9]=1[F:29].